This data is from Reaction yield outcomes from USPTO patents with 853,638 reactions. The task is: Predict the reaction yield, written as a fraction of the theoretical maximum amount of product (1.0 means a 100% yield; for example, 0.34 means a 34% yield). (1) The catalyst is CN(C=O)C. The reactants are [C:1]([O-:4])([O-])=O.[K+].[K+].[C:7]([N:10]1[CH2:15][CH2:14][N:13]([C:16]([C@H:18]2[CH2:23][CH2:22][C@H:21]([CH2:24][N:25]3[C:29]4=[N:30][C:31]([Br:34])=[CH:32][CH:33]=[C:28]4[NH:27][C:26]3=O)[CH2:20][CH2:19]2)=[O:17])[CH2:12][CH2:11]1)(=[O:9])[CH3:8].CI. The product is [C:7]([N:10]1[CH2:11][CH2:12][N:13]([C:16]([C@H:18]2[CH2:23][CH2:22][C@H:21]([CH2:24][N:25]3[C:29]4=[N:30][C:31]([Br:34])=[CH:32][CH:33]=[C:28]4[N:27]([CH3:26])[C:1]3=[O:4])[CH2:20][CH2:19]2)=[O:17])[CH2:14][CH2:15]1)(=[O:9])[CH3:8]. The yield is 0.830. (2) The reactants are [CH3:1][C:2]1[N:7]=[CH:6][C:5]([CH2:8][C:9]#[N:10])=[CH:4][N:3]=1.Br[CH2:12][CH2:13][O:14][CH2:15][CH2:16]Br.CC([O-])(C)C.[K+]. The catalyst is O1CCOCC1. The product is [CH3:1][C:2]1[N:7]=[CH:6][C:5]([C:8]2([C:9]#[N:10])[CH2:16][CH2:15][O:14][CH2:13][CH2:12]2)=[CH:4][N:3]=1. The yield is 0.905. (3) The reactants are [NH2:1][CH2:2][CH2:3][CH2:4][CH2:5][CH2:6][OH:7].[C:8]1(=O)[O:13][C:11](=[O:12])[C:10]2=[CH:14][CH:15]=[CH:16][CH:17]=[C:9]12. No catalyst specified. The product is [C:8]1(=[O:13])[N:1]([CH2:2][CH2:3][CH2:4][CH2:5][CH2:6][OH:7])[C:11](=[O:12])[C:10]2=[CH:14][CH:15]=[CH:16][CH:17]=[C:9]12. The yield is 1.00. (4) The reactants are Cl[C:2]1[C:11]2[C:6](=[CH:7][C:8]([O:14][CH2:15][CH2:16][CH2:17][N:18]3[CH2:22][CH2:21][CH2:20][CH2:19]3)=[C:9]([O:12][CH3:13])[CH:10]=2)[N:5]=[CH:4][N:3]=1.[CH3:23][C:24]1([CH3:36])[CH:33]=[C:32]([CH3:34])[C:31]2[C:26](=[CH:27][CH:28]=[C:29]([OH:35])[CH:30]=2)[NH:25]1. No catalyst specified. The product is [CH3:13][O:12][C:9]1[CH:10]=[C:11]2[C:6](=[CH:7][C:8]=1[O:14][CH2:15][CH2:16][CH2:17][N:18]1[CH2:22][CH2:21][CH2:20][CH2:19]1)[N:5]=[CH:4][N:3]=[C:2]2[O:35][C:29]1[CH:30]=[C:31]2[C:26](=[CH:27][CH:28]=1)[NH:25][C:24]([CH3:36])([CH3:23])[CH:33]=[C:32]2[CH3:34]. The yield is 0.470. (5) The reactants are Cl.[CH3:2][C@H:3]([NH2:10])[C:4]1[CH:9]=[CH:8][CH:7]=[CH:6][CH:5]=1.[C-:11]#[N:12].[K+].[CH3:14][CH:15]([CH2:18][CH3:19])[CH:16]=O.[CH3:20]O.O. No catalyst specified. The product is [CH2:14]([CH:15]([CH2:18][CH3:19])[C@H:16]([NH:10][C@H:3]([C:4]1[CH:9]=[CH:8][CH:7]=[CH:6][CH:5]=1)[CH3:2])[C:11]#[N:12])[CH3:20]. The yield is 0.740. (6) The reactants are [SH:1][C:2]1[CH:11]=[CH:10][CH:9]=[CH:8][C:3]=1[C:4]([O:6]C)=O.Cl.Cl[CH2:14][CH2:15][NH2:16].[H-].[Na+]. The catalyst is O1CCCC1.CN(C)C=O. The product is [S:1]1[C:2]2[CH:11]=[CH:10][CH:9]=[CH:8][C:3]=2[C:4](=[O:6])[NH:16][CH2:15][CH2:14]1. The yield is 0.470. (7) The reactants are [N+:1]([C:4]1[CH:13]=[C:12]2[C:7]([C:8]([Br:15])=[N:9][NH:10][C:11]2=[O:14])=[CH:6][CH:5]=1)([O-:3])=[O:2].[H-].[Na+].Br[CH:19]([CH3:22])[CH2:20]O. The catalyst is CN(C)C=O. The product is [N+:1]([C:4]1[CH:13]=[C:12]2[C:7]([C:8]([Br:15])=[N:9][N:10]([CH:19]([CH3:22])[CH3:20])[C:11]2=[O:14])=[CH:6][CH:5]=1)([O-:3])=[O:2]. The yield is 0.400.